The task is: Predict the product of the given reaction.. This data is from Forward reaction prediction with 1.9M reactions from USPTO patents (1976-2016). (1) The product is: [CH3:74][O:75][C:76]1[CH:77]=[C:78]([CH:81]=[CH:82][CH:83]=1)[CH2:79][NH:80][C:28]([C:25]1[CH:24]=[CH:23][C:22]([C:3]2[C:2]([CH3:1])=[CH:7][CH:6]=[C:5]([NH:8][C:9](=[O:21])[C:10]3[CH:15]=[CH:14][N:13]=[C:12]([N:16]4[CH2:17][CH2:18][CH2:19][CH2:20]4)[CH:11]=3)[CH:4]=2)=[CH:27][CH:26]=1)=[O:30]. Given the reactants [CH3:1][C:2]1[CH:7]=[CH:6][C:5]([NH:8][C:9](=[O:21])[C:10]2[CH:15]=[CH:14][N:13]=[C:12]([N:16]3[CH2:20][CH2:19][CH2:18][CH2:17]3)[CH:11]=2)=[CH:4][C:3]=1[C:22]1[CH:27]=[CH:26][C:25]([C:28]([OH:30])=O)=[CH:24][CH:23]=1.CN(C(ON1N=NC2C=CC=NC1=2)=[N+](C)C)C.F[P-](F)(F)(F)(F)F.C1C=CC2N(O)N=NC=2C=1.CCN(C(C)C)C(C)C.[CH3:74][O:75][C:76]1[CH:77]=[C:78]([CH:81]=[CH:82][CH:83]=1)[CH2:79][NH2:80], predict the reaction product. (2) Given the reactants CO.[ClH:3].Cl.Cl.[N:6]1[C:15]2[C:10](=[CH:11][CH:12]=[CH:13][CH:14]=2)[CH:9]=[C:8]([NH:16][C:17]([NH:19][C:20]([NH:22][CH2:23][CH2:24][CH2:25][CH2:26][CH2:27][CH2:28][CH2:29][CH3:30])=[NH:21])=[NH:18])[CH:7]=1.[CH3:31][C:32]([CH3:34])=O, predict the reaction product. The product is: [ClH:3].[ClH:3].[NH2:18][C:17]1[N:16]([C:8]2[CH:7]=[N:6][C:15]3[C:10]([CH:9]=2)=[CH:11][CH:12]=[CH:13][CH:14]=3)[C:32]([CH3:34])([CH3:31])[N:21]=[C:20]([NH:22][CH2:23][CH2:24][CH2:25][CH2:26][CH2:27][CH2:28][CH2:29][CH3:30])[N:19]=1.